Dataset: Reaction yield outcomes from USPTO patents with 853,638 reactions. Task: Predict the reaction yield, written as a fraction of the theoretical maximum amount of product (1.0 means a 100% yield; for example, 0.34 means a 34% yield). (1) The reactants are [CH2:1]([S:6][C:7]1[C:8]([CH:12]2[CH:17]3[CH2:18][CH2:19][N:14]([CH2:15][CH2:16]3)[CH2:13]2)=[N:9][NH:10][CH:11]=1)[CH2:2][CH2:3][CH2:4]C.[CH3:20]C(C)CCS. No catalyst specified. The product is [CH3:20][CH:3]([CH3:4])[CH2:2][CH2:1][S:6][C:7]1[C:8]([CH:12]2[CH:17]3[CH2:16][CH2:15][N:14]([CH2:19][CH2:18]3)[CH2:13]2)=[N:9][NH:10][CH:11]=1. The yield is 0.200. (2) The reactants are FC(F)(F)C1C=C(NC(=O)NC2C=CC(C3SC(CCC(O)=O)=NC=3)=CC=2)C=CC=1.[F:31][C:32]1[CH:33]=[C:34]([NH:39][C:40](=[O:63])[NH:41][C:42]2[CH:47]=[CH:46][C:45]([C:48]3[S:52][C:51]([CH:53]4[CH2:58][CH2:57][CH:56]([C:59]([O:61]C)=[O:60])[CH2:55][CH2:54]4)=[N:50][CH:49]=3)=[CH:44][CH:43]=2)[CH:35]=[C:36]([F:38])[CH:37]=1. No catalyst specified. The product is [F:31][C:32]1[CH:33]=[C:34]([NH:39][C:40](=[O:63])[NH:41][C:42]2[CH:47]=[CH:46][C:45]([C:48]3[S:52][C:51]([CH:53]4[CH2:54][CH2:55][CH:56]([C:59]([OH:61])=[O:60])[CH2:57][CH2:58]4)=[N:50][CH:49]=3)=[CH:44][CH:43]=2)[CH:35]=[C:36]([F:38])[CH:37]=1. The yield is 0.610. (3) The reactants are [Li]CCCC.[CH3:6][N:7]1[CH:11]=[CH:10][N:9]=[CH:8]1.Cl[Si](CC)(CC)CC.[Cl:20][C:21]1[CH:26]=[CH:25][C:24]([C:27]([C:29]2[CH:30]=[C:31]3[C:36](=[CH:37][CH:38]=2)[N:35]=[C:34]([Cl:39])[CH:33]=[C:32]3[CH2:40][CH2:41][C:42]2[CH:47]=[CH:46][CH:45]=[CH:44][CH:43]=2)=[O:28])=[CH:23][CH:22]=1. The catalyst is CCCCCC.C1COCC1. The product is [Cl:39][C:34]1[CH:33]=[C:32]([CH2:40][CH2:41][C:42]2[CH:43]=[CH:44][CH:45]=[CH:46][CH:47]=2)[C:31]2[C:36](=[CH:37][CH:38]=[C:29]([C:27]([C:24]3[CH:23]=[CH:22][C:21]([Cl:20])=[CH:26][CH:25]=3)([C:11]3[N:7]([CH3:6])[CH:8]=[N:9][CH:10]=3)[OH:28])[CH:30]=2)[N:35]=1. The yield is 0.400. (4) The reactants are I[C:2]1[C:10]2[O:9][CH:8]=[CH:7][C:6]=2[CH:5]=[C:4]([N+:11]([O-:13])=[O:12])[CH:3]=1.[NH2:14][CH2:15][CH2:16][N:17]1[CH2:22][CH2:21][O:20][CH2:19][CH2:18]1.CC([O-])(C)C.[Na+].CC1(C)C2C(=C(P(C3C=CC=CC=3)C3C=CC=CC=3)C=CC=2)OC2C(P(C3C=CC=CC=3)C3C=CC=CC=3)=CC=CC1=2. The catalyst is C1(C)C(C)=CC=CC=1.C1C=CC(/C=C/C(/C=C/C2C=CC=CC=2)=O)=CC=1.C1C=CC(/C=C/C(/C=C/C2C=CC=CC=2)=O)=CC=1.C1C=CC(/C=C/C(/C=C/C2C=CC=CC=2)=O)=CC=1.[Pd].[Pd]. The product is [N:17]1([CH2:16][CH2:15][NH:14][C:2]2[C:10]3[O:9][CH:8]=[CH:7][C:6]=3[CH:5]=[C:4]([N+:11]([O-:13])=[O:12])[CH:3]=2)[CH2:22][CH2:21][O:20][CH2:19][CH2:18]1. The yield is 0.970. (5) The reactants are [N:1]1[S:5][N:4]=[C:3]2[C:6]([S:10]([NH:13][C:14]3[CH:35]=[C:34]([Cl:36])[CH:33]=[CH:32][C:15]=3[C:16]([NH:18][C@@H:19]([CH2:23][C:24]3[CH:29]=[CH:28][C:27]([Cl:30])=[C:26]([Cl:31])[CH:25]=3)[C:20](O)=[O:21])=[O:17])(=[O:12])=[O:11])=[CH:7][CH:8]=[CH:9][C:2]=12.[CH2:37]([NH2:44])[C:38]1[CH:43]=[CH:42][CH:41]=[CH:40][CH:39]=1. No catalyst specified. The product is [N:1]1[S:5][N:4]=[C:3]2[C:6]([S:10]([NH:13][C:14]3[CH:35]=[C:34]([Cl:36])[CH:33]=[CH:32][C:15]=3[C:16]([NH:18][C@H:19]([C:20](=[O:21])[NH:44][CH2:37][C:38]3[CH:43]=[CH:42][CH:41]=[CH:40][CH:39]=3)[CH2:23][C:24]3[CH:29]=[CH:28][C:27]([Cl:30])=[C:26]([Cl:31])[CH:25]=3)=[O:17])(=[O:12])=[O:11])=[CH:7][CH:8]=[CH:9][C:2]=12. The yield is 0.330. (6) The reactants are Cl.[C:2]([C:4]1([C:10]2[CH:15]=[CH:14][CH:13]=[CH:12][CH:11]=2)[CH2:9][CH2:8][NH:7][CH2:6][CH2:5]1)#[N:3].C1CCN2C(=NCCC2)CC1.[NH:27]1[C:35]2[C:30](=[CH:31][CH:32]=[CH:33][CH:34]=2)[C:29]([NH:36][C:37](=O)[O:38]CC)=[N:28]1. The catalyst is CS(C)=O. The product is [NH:27]1[C:35]2[C:30](=[CH:31][CH:32]=[CH:33][CH:34]=2)[C:29]([NH:36][C:37]([N:7]2[CH2:6][CH2:5][C:4]([C:2]#[N:3])([C:10]3[CH:15]=[CH:14][CH:13]=[CH:12][CH:11]=3)[CH2:9][CH2:8]2)=[O:38])=[N:28]1. The yield is 0.750. (7) The reactants are O=[C:2]1[NH:11][C:10]2[C:5](=[CH:6][CH:7]=[C:8]([C:12]([O:14][CH3:15])=[O:13])[CH:9]=2)[N:4]=[C:3]1[C:16]1[CH:21]=[CH:20][CH:19]=[CH:18][CH:17]=1.P(Cl)(Cl)(Cl)(Cl)[Cl:23]. The catalyst is CC#N. The product is [Cl:23][C:2]1[C:3]([C:16]2[CH:21]=[CH:20][CH:19]=[CH:18][CH:17]=2)=[N:4][C:5]2[C:10]([N:11]=1)=[CH:9][C:8]([C:12]([O:14][CH3:15])=[O:13])=[CH:7][CH:6]=2. The yield is 0.560. (8) The reactants are [Cl:1][C:2]1[N:11]=[C:10](Cl)[C:9]2[C:4](=[CH:5][C:6]([O:15][CH3:16])=[C:7]([O:13][CH3:14])[CH:8]=2)[N:3]=1.[CH3:17][O:18][C:19]1[CH:26]=[CH:25][C:22]([NH:23][CH3:24])=[CH:21][CH:20]=1.C([O-])(=O)C.[Na+]. The catalyst is O1CCCC1.O. The product is [Cl:1][C:2]1[N:11]=[C:10]([N:23]([C:22]2[CH:25]=[CH:26][C:19]([O:18][CH3:17])=[CH:20][CH:21]=2)[CH3:24])[C:9]2[C:4](=[CH:5][C:6]([O:15][CH3:16])=[C:7]([O:13][CH3:14])[CH:8]=2)[N:3]=1. The yield is 0.600. (9) The reactants are C[Si](C)(C)[C:3]#[C:4][C:5]1[N:12]=[CH:11][CH:10]=[CH:9][C:6]=1[C:7]#[N:8].[CH3:15][O-:16].[Na+].CC[O:20][CH2:21]C. The catalyst is CO. The product is [CH3:15][O:16][CH:3]([O:20][CH3:21])[CH2:4][C:5]1[N:12]=[CH:11][CH:10]=[CH:9][C:6]=1[C:7]#[N:8]. The yield is 0.940. (10) The reactants are [Cl:1][C:2]1[CH:7]=[CH:6][C:5]([C@:8]2([CH:21]([CH3:23])[CH3:22])[C@:10]3([C:18]4[C:13](=[CH:14][CH:15]=[C:16]([F:19])[CH:17]=4)[NH:12][C:11]3=[O:20])[CH2:9]2)=[CH:4][CH:3]=1.[CH3:24][O:25][C:26](=[O:35])[C:27]1[CH:32]=[C:31](I)[CH:30]=[C:29]([Br:34])[CH:28]=1.C([O-])([O-])=O.[K+].[K+].CNCCNC. The catalyst is C(#N)C.[Cu]I. The product is [CH3:24][O:25][C:26](=[O:35])[C:27]1[CH:32]=[C:31]([N:12]2[C:13]3[C:18](=[CH:17][C:16]([F:19])=[CH:15][CH:14]=3)[C@:10]3([CH2:9][C@:8]3([C:5]3[CH:4]=[CH:3][C:2]([Cl:1])=[CH:7][CH:6]=3)[CH:21]([CH3:23])[CH3:22])[C:11]2=[O:20])[CH:30]=[C:29]([Br:34])[CH:28]=1. The yield is 0.820.